This data is from Full USPTO retrosynthesis dataset with 1.9M reactions from patents (1976-2016). The task is: Predict the reactants needed to synthesize the given product. (1) Given the product [Br:8][C:5]1[C:6]([CH:9]=[O:11])=[C:2]([Br:1])[NH:3][N:4]=1, predict the reactants needed to synthesize it. The reactants are: [Br:1][C:2]1[C:6](Br)=[C:5]([Br:8])[NH:4][N:3]=1.[CH2:9]([O:11]CC)C.C([Li])CCC.CN(C)C=O. (2) Given the product [C@H:1]([N:5]1[C:13]2[CH:12]=[C:11]([NH:22][C:23]3[CH:28]=[CH:27][N:26]=[C:25]([N:29]4[CH2:34][CH2:33][C@:32]([CH3:36])([OH:35])[C@H:31]([F:37])[CH2:30]4)[N:24]=3)[N:10]=[CH:9][C:8]=2[C:7]([N:15]2[CH2:21][C:17]3([CH2:20][O:19][CH2:18]3)[CH2:16]2)=[N:6]1)([CH2:3][CH3:4])[CH3:2], predict the reactants needed to synthesize it. The reactants are: [C@H:1]([N:5]1[C:13]2[CH:12]=[C:11](Cl)[N:10]=[CH:9][C:8]=2[C:7]([N:15]2[CH2:21][C:17]3([CH2:20][O:19][CH2:18]3)[CH2:16]2)=[N:6]1)([CH2:3][CH3:4])[CH3:2].[NH2:22][C:23]1[CH:28]=[CH:27][N:26]=[C:25]([N:29]2[CH2:34][CH2:33][C@:32]([CH3:36])([OH:35])[C@H:31]([F:37])[CH2:30]2)[N:24]=1. (3) Given the product [NH2:1][C:4]1[CH:5]=[C:6]([CH:31]=[C:32]([NH2:34])[CH:33]=1)[C:7]([O:9][CH2:10][CH2:11][CH2:12][CH2:13][CH2:14][CH2:15][O:16][C:17]1[CH:22]=[CH:21][C:20](/[CH:23]=[CH:24]/[C:25]([O:27][CH3:28])=[O:26])=[CH:19][C:18]=1[O:29][CH3:30])=[O:8], predict the reactants needed to synthesize it. The reactants are: [N+:1]([C:4]1[CH:5]=[C:6]([CH:31]=[C:32]([N+:34]([O-])=O)[CH:33]=1)[C:7]([O:9][CH2:10][CH2:11][CH2:12][CH2:13][CH2:14][CH2:15][O:16][C:17]1[CH:22]=[CH:21][C:20](/[CH:23]=[CH:24]/[C:25]([O:27][CH3:28])=[O:26])=[CH:19][C:18]=1[O:29][CH3:30])=[O:8])([O-])=O. (4) Given the product [C:9]([O:13][C:14]([N:16]1[CH2:17][CH2:18][N:19]([C:38]2[S:39][C:7]([CH2:5][OH:6])=[CH:8][N:40]=2)[CH2:20][CH2:21]1)=[O:15])([CH3:10])([CH3:11])[CH3:12], predict the reactants needed to synthesize it. The reactants are: OO.[OH-].[Na+].[CH:5]([CH:7]=[CH2:8])=[O:6].[C:9]([O:13][C:14]([N:16]1[CH2:21][CH2:20][NH:19][CH2:18][CH:17]1C(=S)N)=[O:15])([CH3:12])([CH3:11])[CH3:10].N1(C(OC(C)(C)C)=O)CCNCC1.[C:38](N1C=CN=C1)([N:40]1C=CN=C1)=[S:39].N. (5) Given the product [NH2:7][C:8]1[C:16]([Br:17])=[CH:15][CH:14]=[CH:13][C:9]=1[C:10]([NH:22][CH:18]1[CH2:21][CH2:20][CH2:19]1)=[O:12], predict the reactants needed to synthesize it. The reactants are: CCCP(=O)=O.[NH2:7][C:8]1[C:16]([Br:17])=[CH:15][CH:14]=[CH:13][C:9]=1[C:10]([OH:12])=O.[CH:18]1([NH2:22])[CH2:21][CH2:20][CH2:19]1. (6) The reactants are: Br[CH2:2][C:3]1[CH:12]=[CH:11][C:10]([N+:13]([O-:15])=[O:14])=[CH:9][C:4]=1[C:5](OC)=[O:6].[CH3:16][NH2:17]. Given the product [CH3:16][N:17]1[CH2:2][C:3]2[C:4](=[CH:9][C:10]([N+:13]([O-:15])=[O:14])=[CH:11][CH:12]=2)[C:5]1=[O:6], predict the reactants needed to synthesize it. (7) The reactants are: [CH:1]([N:4]1[CH2:9][CH2:8][CH:7]([O:10][C:11]2[CH:19]=[CH:18][C:17]3[N:16]4[C@H:20]([CH3:25])[CH2:21][NH:22][C:23](=[O:24])[C:15]4=[CH:14][C:13]=3[CH:12]=2)[CH2:6][CH2:5]1)([CH3:3])[CH3:2].[H-].[Na+].Br[CH2:29][CH:30]1[CH2:32][CH2:31]1. Given the product [CH:30]1([CH2:29][N:22]2[CH2:21][C@@H:20]([CH3:25])[N:16]3[C:17]4[CH:18]=[CH:19][C:11]([O:10][CH:7]5[CH2:8][CH2:9][N:4]([CH:1]([CH3:3])[CH3:2])[CH2:5][CH2:6]5)=[CH:12][C:13]=4[CH:14]=[C:15]3[C:23]2=[O:24])[CH2:32][CH2:31]1, predict the reactants needed to synthesize it.